The task is: Predict the product of the given reaction.. This data is from Forward reaction prediction with 1.9M reactions from USPTO patents (1976-2016). (1) Given the reactants [Cl:1][C:2]1[CH:3]=[CH:4][C:5]2[O:9][C:8]([C:10]3[CH:11]=[CH:12][C:13]([NH:17][CH:18]4[CH2:23][CH2:22][O:21][CH2:20][CH2:19]4)=[C:14]([CH:16]=3)[NH2:15])=[N:7][C:6]=2[CH:24]=1.[CH3:25][C:26]([NH:28][C:29]1[CH:34]=[CH:33][C:32]([CH:35]=O)=[CH:31][CH:30]=1)=[O:27].OOS([O-])=O.[K+].C(=O)([O-])[O-].[K+].[K+], predict the reaction product. The product is: [C:26]([NH:28][C:29]1[CH:34]=[CH:33][C:32]([C:35]2[N:17]([CH:18]3[CH2:19][CH2:20][O:21][CH2:22][CH2:23]3)[C:13]3[CH:12]=[CH:11][C:10]([C:8]4[O:9][C:5]5[CH:4]=[CH:3][C:2]([Cl:1])=[CH:24][C:6]=5[N:7]=4)=[CH:16][C:14]=3[N:15]=2)=[CH:31][CH:30]=1)(=[O:27])[CH3:25]. (2) The product is: [C:3]([C:7]1[C:8]([OH:13])=[C:9]([CH:10]=[CH:11][CH:12]=1)[CH:1]=[O:2])([CH3:6])([CH3:4])[CH3:5]. Given the reactants [CH2:1]=[O:2].[C:3]([C:7]1[CH:12]=[CH:11][CH:10]=[CH:9][C:8]=1[OH:13])([CH3:6])([CH3:5])[CH3:4].CC1C=CN=CC=1.[Sn](Cl)Cl, predict the reaction product. (3) Given the reactants [F:1][C:2]1[CH:7]=[CH:6][C:5]([CH:8]2[C:17]([CH3:24])([C:18]3[N:22]([CH3:23])[N:21]=[CH:20][N:19]=3)[C:16](=O)[C:15]3[C:14]([C:26]([O:28]CC)=O)=[CH:13][CH:12]=[CH:11][C:10]=3[NH:9]2)=[CH:4][CH:3]=1.O.[NH2:32][NH2:33], predict the reaction product. The product is: [F:1][C:2]1[CH:7]=[CH:6][C:5]([CH:8]2[NH:9][C:10]3[C:15]4[C:16](=[N:32][NH:33][C:26](=[O:28])[C:14]=4[CH:13]=[CH:12][CH:11]=3)[C:17]2([CH3:24])[C:18]2[N:22]([CH3:23])[N:21]=[CH:20][N:19]=2)=[CH:4][CH:3]=1. (4) Given the reactants [C:1]([C:4]1[CH:5]=[CH:6][C:7]([O:15]CC2C=CC=CC=2)=[C:8]([NH:10][S:11]([CH3:14])(=[O:13])=[O:12])[CH:9]=1)(=[O:3])[CH3:2].C([O-])=O.[NH4+], predict the reaction product. The product is: [C:1]([C:4]1[CH:5]=[CH:6][C:7]([OH:15])=[C:8]([NH:10][S:11]([CH3:14])(=[O:12])=[O:13])[CH:9]=1)(=[O:3])[CH3:2]. (5) Given the reactants [Cl:1][C:2]1[CH:10]=[CH:9][CH:8]=[C:7]([Cl:11])[C:3]=1[C:4]([OH:6])=O.[CH:12]1([CH2:15][CH:16]([C:19]2[CH:20]=[CH:21][C:22]([C:25]([F:28])([F:27])[F:26])=[N:23][CH:24]=2)[CH2:17][NH2:18])[CH2:14][CH2:13]1, predict the reaction product. The product is: [Cl:11][C:7]1[CH:8]=[CH:9][CH:10]=[C:2]([Cl:1])[C:3]=1[C:4]([NH:18][CH2:17][CH:16]([C:19]1[CH:20]=[CH:21][C:22]([C:25]([F:28])([F:26])[F:27])=[N:23][CH:24]=1)[CH2:15][CH:12]1[CH2:13][CH2:14]1)=[O:6].